Task: Predict which catalyst facilitates the given reaction.. Dataset: Catalyst prediction with 721,799 reactions and 888 catalyst types from USPTO Reactant: [Br:1][C:2]1[O:6][C:5]([CH2:7][CH2:8][OH:9])=[N:4][C:3]=1[C:10]1[CH:15]=[CH:14][C:13]([C:16]([F:19])([F:18])[F:17])=[CH:12][CH:11]=1.C(N(CC)CC)C.[CH3:27][S:28](Cl)(=[O:30])=[O:29].O. Product: [CH3:27][S:28]([O:9][CH2:8][CH2:7][C:5]1[O:6][C:2]([Br:1])=[C:3]([C:10]2[CH:11]=[CH:12][C:13]([C:16]([F:19])([F:17])[F:18])=[CH:14][CH:15]=2)[N:4]=1)(=[O:30])=[O:29]. The catalyst class is: 2.